Dataset: Full USPTO retrosynthesis dataset with 1.9M reactions from patents (1976-2016). Task: Predict the reactants needed to synthesize the given product. (1) Given the product [CH3:1][CH:2]([CH3:12])[C@:3]([CH:6]1[CH2:11][NH:10][CH2:9][CH2:8][NH:7]1)([OH:5])[CH3:4], predict the reactants needed to synthesize it. The reactants are: [CH3:1][CH:2]([CH3:12])[C@:3]([C:6]1[CH:11]=[N:10][CH:9]=[CH:8][N:7]=1)([OH:5])[CH3:4].[H][H]. (2) Given the product [N:21]1([C:12]([C:11]2[CH:10]=[C:9]([NH:8][C:6](=[O:7])[O:5][C:1]([CH3:2])([CH3:3])[CH3:4])[CH:17]=[CH:16][CH:15]=2)=[O:14])[CH2:22][CH2:26][CH2:25]1, predict the reactants needed to synthesize it. The reactants are: [C:1]([O:5][C:6]([NH:8][C:9]1[CH:10]=[C:11]([CH:15]=[CH:16][CH:17]=1)[C:12]([OH:14])=O)=[O:7])([CH3:4])([CH3:3])[CH3:2].C([N:21]([CH2:25][CH3:26])[CH:22](C)C)(C)C.CN(C(ON1N=NC2C1=CC=CC=2)=[N+](C)C)C.F[P-](F)(F)(F)(F)F.Cl.N1CCC1. (3) The reactants are: [N:1]([CH2:4][CH2:5][CH2:6][C:7]([O:9]CC)=[O:8])=[N+:2]=[N-:3].[OH-].[K+]. Given the product [N:1]([CH2:4][CH2:5][CH2:6][C:7]([OH:9])=[O:8])=[N+:2]=[N-:3], predict the reactants needed to synthesize it. (4) The reactants are: [CH2:1]([O:8][C@H:9]1[C@@H:14]([O:15][CH2:16][C:17]2[CH:22]=[CH:21][CH:20]=[CH:19][CH:18]=2)[C@H:13]([O:23][CH2:24][C:25]2[CH:30]=[CH:29][CH:28]=[CH:27][CH:26]=2)[C@@H:12]([CH2:31][O:32][CH2:33][C:34]2[CH:39]=[CH:38][CH:37]=[CH:36][CH:35]=2)[O:11][C@:10]1([CH3:41])[OH:40])[C:2]1[CH:7]=[CH:6][CH:5]=[CH:4][CH:3]=1.O[CH2:43][CH2:44][C:45]1[CH:54]=[CH:53][C:48]([C:49]([NH:51][CH3:52])=[O:50])=[CH:47][CH:46]=1.FC(F)(F)S(O[Si](C)(C)C)(=O)=O.CCN(CC)CC. Given the product [CH3:52][NH:51][C:49](=[O:50])[C:48]1[CH:53]=[CH:54][C:45]([CH2:44][CH2:43][O:40][C@:10]2([CH3:41])[C@@H:9]([O:8][CH2:1][C:2]3[CH:7]=[CH:6][CH:5]=[CH:4][CH:3]=3)[C@@H:14]([O:15][CH2:16][C:17]3[CH:22]=[CH:21][CH:20]=[CH:19][CH:18]=3)[C@H:13]([O:23][CH2:24][C:25]3[CH:26]=[CH:27][CH:28]=[CH:29][CH:30]=3)[C@@H:12]([CH2:31][O:32][CH2:33][C:34]3[CH:35]=[CH:36][CH:37]=[CH:38][CH:39]=3)[O:11]2)=[CH:46][CH:47]=1, predict the reactants needed to synthesize it. (5) Given the product [Br:1][C:2]1[S:6][C:5]([CH2:7][C:9]2[CH:14]=[CH:13][C:12]([F:15])=[CH:11][CH:10]=2)=[CH:4][CH:3]=1, predict the reactants needed to synthesize it. The reactants are: [Br:1][C:2]1[S:6][C:5]([CH:7]([C:9]2[CH:14]=[CH:13][C:12]([F:15])=[CH:11][CH:10]=2)O)=[CH:4][CH:3]=1.[SiH](CC)(CC)CC.OS(C(F)(F)F)(=O)=O. (6) Given the product [N+:23]([C:4]1[CH:3]=[C:2]([B:26]2[O:30][C:29]([CH3:32])([CH3:31])[C:28]([CH3:34])([CH3:33])[O:27]2)[CH:7]=[CH:6][C:5]=1[C:8]1[N:12]([C@H:13]2[CH2:17][CH2:16][O:15][CH2:14]2)[N:11]=[CH:10][C:9]=1[C:18]([O:20][CH2:21][CH3:22])=[O:19])([O-:25])=[O:24], predict the reactants needed to synthesize it. The reactants are: Br[C:2]1[CH:7]=[CH:6][C:5]([C:8]2[N:12]([C@H:13]3[CH2:17][CH2:16][O:15][CH2:14]3)[N:11]=[CH:10][C:9]=2[C:18]([O:20][CH2:21][CH3:22])=[O:19])=[C:4]([N+:23]([O-:25])=[O:24])[CH:3]=1.[B:26]1([B:26]2[O:30][C:29]([CH3:32])([CH3:31])[C:28]([CH3:34])([CH3:33])[O:27]2)[O:30][C:29]([CH3:32])([CH3:31])[C:28]([CH3:34])([CH3:33])[O:27]1.C([O-])(=O)C.[K+]. (7) Given the product [CH2:1]([CH:3]([CH2:28][CH2:29][CH2:30][CH3:31])[CH2:4][O:5][C:6](=[O:27])[CH2:7][CH2:8][CH2:9][CH2:10][CH2:11][CH2:12][CH2:13][CH:14]([O:26][CH2:39][CH2:38][CH3:37])[CH:15]([O:25][CH2:50][CH2:51][CH3:52])[CH2:16][CH:17]([O:24][CH2:41][CH2:42][CH3:47])[CH2:18][CH2:19][CH2:20][CH2:21][CH2:22][CH3:23])[CH3:2], predict the reactants needed to synthesize it. The reactants are: [CH2:1]([CH:3]([CH2:28][CH2:29][CH2:30][CH3:31])[CH2:4][O:5][C:6](=[O:27])[CH2:7][CH2:8][CH2:9][CH2:10][CH2:11][CH2:12][CH2:13][CH:14]([OH:26])[CH:15]([OH:25])[CH2:16][CH:17]([OH:24])[CH2:18][CH2:19][CH2:20][CH2:21][CH2:22][CH3:23])[CH3:2].C(O[C:37](=O)[CH2:38][CH3:39])(=O)CC.[CH3:41][C:42]1[CH:47]=CN=C(N)C=1C.[C:50](O)(=O)[CH2:51][CH3:52].